This data is from Forward reaction prediction with 1.9M reactions from USPTO patents (1976-2016). The task is: Predict the product of the given reaction. Given the reactants [CH3:1][N:2]([CH2:9][CH2:10][O:11][C:12]1[CH:25]=[CH:24][C:15]([CH2:16][CH:17]2[S:21][C:20](=[O:22])[NH:19][C:18]2=[O:23])=[CH:14][CH:13]=1)[C:3]1[CH:8]=[CH:7][CH:6]=[CH:5][N:4]=1.O1CCCC1.[ClH:31], predict the reaction product. The product is: [ClH:31].[CH3:1][N:2]([CH2:9][CH2:10][O:11][C:12]1[CH:25]=[CH:24][C:15]([CH2:16][CH:17]2[S:21][C:20](=[O:22])[NH:19][C:18]2=[O:23])=[CH:14][CH:13]=1)[C:3]1[CH:8]=[CH:7][CH:6]=[CH:5][N:4]=1.